Task: Predict the reactants needed to synthesize the given product.. Dataset: Full USPTO retrosynthesis dataset with 1.9M reactions from patents (1976-2016) The reactants are: [NH2:1][C:2]1[CH:3]=[CH:4][CH:5]=[C:6]2[C:14]=1[NH:13][C:12]1[C:11](=[O:15])[CH2:10][CH2:9][CH2:8][C:7]2=1.[S:16]1[CH:20]=[CH:19][CH:18]=[C:17]1[S:21](Cl)(=[O:23])=[O:22]. Given the product [O:15]=[C:11]1[C:12]2[NH:13][C:14]3[C:6](=[CH:5][CH:4]=[CH:3][C:2]=3[NH:1][S:21]([C:17]3[S:16][CH:20]=[CH:19][CH:18]=3)(=[O:23])=[O:22])[C:7]=2[CH2:8][CH2:9][CH2:10]1, predict the reactants needed to synthesize it.